Predict the product of the given reaction. From a dataset of Forward reaction prediction with 1.9M reactions from USPTO patents (1976-2016). Given the reactants [Cl:1][C:2]1[N:7]=[C:6]([NH:8][C:9](=[O:14])[C:10]([CH3:13])([CH3:12])[CH3:11])[CH:5]=[CH:4][CH:3]=1.C([Li])CCC.[Br:20]C(Br)C.O, predict the reaction product. The product is: [Br:20][C:5]1[C:6]([NH:8][C:9](=[O:14])[C:10]([CH3:11])([CH3:13])[CH3:12])=[N:7][C:2]([Cl:1])=[CH:3][CH:4]=1.